From a dataset of Peptide-MHC class I binding affinity with 185,985 pairs from IEDB/IMGT. Regression. Given a peptide amino acid sequence and an MHC pseudo amino acid sequence, predict their binding affinity value. This is MHC class I binding data. (1) The peptide sequence is ATIWQLLAF. The MHC is HLA-A02:01 with pseudo-sequence HLA-A02:01. The binding affinity (normalized) is 0.898. (2) The binding affinity (normalized) is 0.0847. The peptide sequence is QWSPGPGRL. The MHC is HLA-B40:01 with pseudo-sequence HLA-B40:01.